This data is from Catalyst prediction with 721,799 reactions and 888 catalyst types from USPTO. The task is: Predict which catalyst facilitates the given reaction. (1) Reactant: [CH3:1][N:2]1[C:10]2[C:5](=[CH:6][C:7]([C:11]3[CH:12]=[N:13][CH:14]=[CH:15][C:16]=3[CH:17]=[CH2:18])=[CH:8][CH:9]=2)[CH2:4][C:3]1=[O:19]. Product: [CH2:17]([C:16]1[CH:15]=[CH:14][N:13]=[CH:12][C:11]=1[C:7]1[CH:6]=[C:5]2[C:10](=[CH:9][CH:8]=1)[N:2]([CH3:1])[C:3](=[O:19])[CH2:4]2)[CH3:18]. The catalyst class is: 29. (2) Reactant: [CH2:1]([C:8]1[NH:26][C:11]2=[N:12][CH:13]=[C:14]([CH2:16][CH2:17][CH2:18][CH2:19][C:20]3[S:24][C:23]([NH2:25])=[N:22][N:21]=3)[CH:15]=[C:10]2[N:9]=1)[C:2]1[CH:7]=[CH:6][CH:5]=[CH:4][CH:3]=1.[C:27]1([CH2:33][C:34](Cl)=[O:35])[CH:32]=[CH:31][CH:30]=[CH:29][CH:28]=1. Product: [CH2:1]([C:8]1[NH:26][C:11]2=[N:12][CH:13]=[C:14]([CH2:16][CH2:17][CH2:18][CH2:19][C:20]3[S:24][C:23]([NH:25][C:34](=[O:35])[CH2:33][C:27]4[CH:32]=[CH:31][CH:30]=[CH:29][CH:28]=4)=[N:22][N:21]=3)[CH:15]=[C:10]2[N:9]=1)[C:2]1[CH:7]=[CH:6][CH:5]=[CH:4][CH:3]=1. The catalyst class is: 17. (3) Reactant: [OH:1][CH:2]([C:5]12[CH2:14][CH:9]3[CH2:10][CH:11]([CH2:13][CH:7]([CH2:8]3)[CH2:6]1)[CH2:12]2)[CH2:3][CH3:4].[O:15]=O. Product: [OH:15][C:7]12[CH2:13][CH:11]3[CH2:10][CH:9]([CH2:14][C:5]([C:2](=[O:1])[CH2:3][CH3:4])([CH2:12]3)[CH2:6]1)[CH2:8]2. The catalyst class is: 15. (4) Reactant: [NH2:1][C:2]1[CH:6]=[C:5]([C:7]#[C:8][C:9]([CH3:12])([CH3:11])[CH3:10])[S:4][C:3]=1[C:13]([O:15][CH3:16])=[O:14].[CH3:17][O:18][P:19]1(=[O:26])[CH2:24][CH2:23][C:22](=O)[CH2:21][CH2:20]1.C([Sn](Cl)(Cl)CCCC)CCC.C1([SiH3])C=CC=CC=1. Product: [CH3:10][C:9]([CH3:11])([CH3:12])[C:8]#[C:7][C:5]1[S:4][C:3]([C:13]([O:15][CH3:16])=[O:14])=[C:2]([NH:1][CH:22]2[CH2:23][CH2:24][P:19]([O:18][CH3:17])(=[O:26])[CH2:20][CH2:21]2)[CH:6]=1. The catalyst class is: 118.